From a dataset of Reaction yield outcomes from USPTO patents with 853,638 reactions. Predict the reaction yield, written as a fraction of the theoretical maximum amount of product (1.0 means a 100% yield; for example, 0.34 means a 34% yield). (1) The reactants are [NH:1]([C:33]([O:35][CH2:36][CH:37]=[CH2:38])=[O:34])[C@@H:2]([C:4]([NH:6][C@H:7]([C:15]([NH:17][C@H:18]([C:30]([OH:32])=[O:31])[CH2:19][CH2:20][CH2:21][CH2:22][NH:23][C:24]([O:26][CH2:27][CH:28]=[CH2:29])=[O:25])=[O:16])[CH2:8][C:9]1[CH:14]=[CH:13][CH:12]=[CH:11][CH:10]=1)=[O:5])[CH3:3].[CH3:39][C:40]([NH:51][CH2:52][CH:53]([OH:69])[CH2:54][O:55][C:56]1[C:61]2[C:62]3[C:67]([NH:68][C:60]=2[CH:59]=[CH:58][CH:57]=1)=[CH:66][CH:65]=[CH:64][CH:63]=3)([C:42]1[CH:47]=[CH:46][C:45]([N:48]=[N+:49]=[N-:50])=[CH:44][CH:43]=1)[CH3:41].[CH:70]1[C:75]([C:76]([OH:78])=[O:77])=[CH:74][CH:73]=[C:72]([NH2:79])[CH:71]=1.C(N(C(C)C)CC)(C)C.ON1C2C=CC=CC=2N=N1. The catalyst is CN(C)C=O.CC(O)C.CCOC(C)=O. The product is [NH:1]([C:33]([O:35][CH2:36][CH:37]=[CH2:38])=[O:34])[C@@H:2]([C:4]([NH:6][C@H:7]([C:15]([NH:17][C@H:18]([C:30]([OH:32])=[O:31])[CH2:19][CH2:20][CH2:21][CH2:22][NH:23][C:24]([O:26][CH2:27][CH:28]=[CH2:29])=[O:25])=[O:16])[CH2:8][C:9]1[CH:10]=[CH:11][CH:12]=[CH:13][CH:14]=1)=[O:5])[CH3:3].[CH3:41][C:40]([NH:51][CH2:52][CH:53]([OH:69])[CH2:54][O:55][C:56]1[C:61]2[C:62]3[C:67]([NH:68][C:60]=2[CH:59]=[CH:58][CH:57]=1)=[CH:66][CH:65]=[CH:64][CH:63]=3)([C:42]1[CH:47]=[CH:46][C:45]([N:48]=[N+:49]=[N-:50])=[CH:44][CH:43]=1)[CH3:39].[CH:70]1[C:75]([C:76]([OH:78])=[O:77])=[CH:74][CH:73]=[C:72]([NH2:79])[CH:71]=1. The yield is 0.970. (2) The reactants are [CH2:1]([N:4]([CH2:17][CH2:18][CH3:19])[CH2:5][CH2:6][C:7]1[CH:12]=[CH:11][CH:10]=[CH:9][C:8]=1[CH2:13][C:14]([OH:16])=[O:15])[CH2:2][CH3:3].S(Cl)(Cl)=O.[CH3:24]O. No catalyst specified. The product is [CH2:17]([N:4]([CH2:1][CH2:2][CH3:3])[CH2:5][CH2:6][C:7]1[CH:12]=[CH:11][CH:10]=[CH:9][C:8]=1[CH2:13][C:14]([O:16][CH3:24])=[O:15])[CH2:18][CH3:19]. The yield is 0.678. (3) The reactants are [Cl:1][C:2]1[C:7](Cl)=[CH:6][C:5]([NH2:9])=[C:4]([N+:10]([O-:12])=[O:11])[CH:3]=1.C(=O)([O-])[O-].[K+].[K+].[CH2:19]([SH:22])[CH2:20][CH3:21]. The catalyst is CN(C=O)C. The product is [Cl:1][C:2]1[C:7]([S:22][CH2:19][CH2:20][CH3:21])=[CH:6][C:5]([NH2:9])=[C:4]([N+:10]([O-:12])=[O:11])[CH:3]=1. The yield is 0.980. (4) The reactants are CC1C=CC(S(OCC2CC3C=CC=C(C4C=CC5C(=CC=CC=5)C=4)C=3O2)(=O)=O)=CC=1.[N-]=[N+]=[N-].[Na+].[N:36]([CH2:39][CH:40]1[CH2:44][C:43]2[CH:45]=[CH:46][CH:47]=[C:48]([C:49]3[CH:58]=[CH:57][C:56]4[C:51](=[CH:52][CH:53]=[CH:54][CH:55]=4)[CH:50]=3)[C:42]=2[O:41]1)=[N+]=[N-].[N-]=[N+]=[N-]. The catalyst is [Pd]. The product is [CH:50]1[C:51]2[C:56](=[CH:55][CH:54]=[CH:53][CH:52]=2)[CH:57]=[CH:58][C:49]=1[C:48]1[C:42]2[O:41][CH:40]([CH2:39][NH2:36])[CH2:44][C:43]=2[CH:45]=[CH:46][CH:47]=1. The yield is 0.480. (5) The reactants are [CH3:1][CH:2]([CH3:25])[CH2:3][C:4]#[C:5][C:6]1[S:10][C:9]([C:11]([O:13][CH3:14])=[O:12])=[C:8]([NH:15][CH2:16][C:17]([N:19]2[CH2:24][CH2:23][O:22][CH2:21][CH2:20]2)=[O:18])[CH:7]=1.CCN(CC)CC.[CH3:33][C@H:34]1[CH2:39][CH2:38][C@H:37]([C:40](Cl)=[O:41])[CH2:36][CH2:35]1. The catalyst is C(Cl)Cl.CCOC(C)=O. The product is [CH3:33][C@H:34]1[CH2:39][CH2:38][C@H:37]([C:40]([N:15]([CH2:16][C:17]([N:19]2[CH2:24][CH2:23][O:22][CH2:21][CH2:20]2)=[O:18])[C:8]2[CH:7]=[C:6]([C:5]#[C:4][CH2:3][CH:2]([CH3:25])[CH3:1])[S:10][C:9]=2[C:11]([O:13][CH3:14])=[O:12])=[O:41])[CH2:36][CH2:35]1. The yield is 0.370. (6) The reactants are [OH:1][CH2:2][CH2:3][C:4]1[CH:9]=[CH:8][C:7]([O:10][C:11](=[O:20])[N:12]([CH3:19])[C:13]2[CH:18]=[CH:17][CH:16]=[CH:15][CH:14]=2)=[CH:6][CH:5]=1.O[C:22]1[CH:27]=[CH:26][CH:25]=[CH:24][N:23]=1.O=C1C=CC=CN1CC1C=CC(OC(=O)N(C)C2C=CC=CC=2)=CC=1. No catalyst specified. The product is [N:23]1[CH:24]=[CH:25][CH:26]=[CH:27][C:22]=1[O:1][CH2:2][CH2:3][C:4]1[CH:5]=[CH:6][C:7]([O:10][C:11](=[O:20])[N:12]([CH3:19])[C:13]2[CH:14]=[CH:15][CH:16]=[CH:17][CH:18]=2)=[CH:8][CH:9]=1. The yield is 0.500.